This data is from Peptide-MHC class I binding affinity with 185,985 pairs from IEDB/IMGT. The task is: Regression. Given a peptide amino acid sequence and an MHC pseudo amino acid sequence, predict their binding affinity value. This is MHC class I binding data. (1) The peptide sequence is TPQDLNTML. The MHC is HLA-A02:03 with pseudo-sequence HLA-A02:03. The binding affinity (normalized) is 0. (2) The peptide sequence is AINENMETM. The MHC is H-2-Db with pseudo-sequence H-2-Db. The binding affinity (normalized) is 0.787. (3) The peptide sequence is STLFFTTTLF. The MHC is HLA-A23:01 with pseudo-sequence HLA-A23:01. The binding affinity (normalized) is 0.538. (4) The peptide sequence is YVLSFQVTF. The MHC is HLA-B83:01 with pseudo-sequence HLA-B83:01. The binding affinity (normalized) is 0.213. (5) The peptide sequence is RIEQLYPFA. The MHC is HLA-A03:01 with pseudo-sequence HLA-A03:01. The binding affinity (normalized) is 0.0847. (6) The peptide sequence is ILNFVAHVY. The MHC is HLA-A01:01 with pseudo-sequence HLA-A01:01. The binding affinity (normalized) is 0.170. (7) The binding affinity (normalized) is 0.356. The MHC is Mamu-A01 with pseudo-sequence Mamu-A01. The peptide sequence is KVPLRTMSYKL.